Dataset: Full USPTO retrosynthesis dataset with 1.9M reactions from patents (1976-2016). Task: Predict the reactants needed to synthesize the given product. (1) The reactants are: Br[C:2]1[CH:8]=[CH:7][C:5]([NH2:6])=[CH:4][CH:3]=1.[CH2:9]([N:13]1[CH:17]=[C:16](B2OC(C)(C)C(C)(C)O2)[CH:15]=[N:14]1)[CH:10]([CH3:12])[CH3:11].ClCCl.C(=O)([O-])[O-].[Na+].[Na+]. Given the product [CH2:9]([N:13]1[CH:17]=[C:16]([C:2]2[CH:8]=[CH:7][C:5]([NH2:6])=[CH:4][CH:3]=2)[CH:15]=[N:14]1)[CH:10]([CH3:12])[CH3:11], predict the reactants needed to synthesize it. (2) Given the product [O:1]1[CH:6]([CH2:7][N:8]2[CH2:13][CH2:12][N:11]([C:14]3[CH:21]=[CH:20][CH:19]=[CH:18][C:15]=3[CH2:16][NH2:17])[CH2:10][CH2:9]2)[CH2:5][O:4][C:3]2[CH:22]=[CH:23][CH:24]=[CH:25][C:2]1=2, predict the reactants needed to synthesize it. The reactants are: [O:1]1[CH:6]([CH2:7][N:8]2[CH2:13][CH2:12][N:11]([C:14]3[CH:21]=[CH:20][CH:19]=[CH:18][C:15]=3[C:16]#[N:17])[CH2:10][CH2:9]2)[CH2:5][O:4][C:3]2[CH:22]=[CH:23][CH:24]=[CH:25][C:2]1=2.[H-].[H-].[H-].[H-].[Li+].[Al+3].[OH-].[Na+]. (3) Given the product [Cl:1][C:2]1[CH:7]=[CH:6][CH:5]=[CH:4][C:3]=1[C:8]1[N:9]([C:24]2[CH:25]=[CH:26][C:27]([Cl:30])=[CH:28][CH:29]=2)[C:10]2[C:15]([N:16]=1)=[C:14]([NH:17][C@H:18]1[CH2:23][CH2:22][CH2:21][N:20]([S:32]([CH3:31])(=[O:34])=[O:33])[CH2:19]1)[N:13]=[CH:12][N:11]=2, predict the reactants needed to synthesize it. The reactants are: [Cl:1][C:2]1[CH:7]=[CH:6][CH:5]=[CH:4][C:3]=1[C:8]1[N:9]([C:24]2[CH:29]=[CH:28][C:27]([Cl:30])=[CH:26][CH:25]=2)[C:10]2[C:15]([N:16]=1)=[C:14]([NH:17][C@H:18]1[CH2:23][CH2:22][CH2:21][NH:20][CH2:19]1)[N:13]=[CH:12][N:11]=2.[CH3:31][S:32](Cl)(=[O:34])=[O:33].C(N(CC)CC)C.